Dataset: Full USPTO retrosynthesis dataset with 1.9M reactions from patents (1976-2016). Task: Predict the reactants needed to synthesize the given product. Given the product [S:1]1[C:5]2[CH:6]=[CH:7][CH:8]=[CH:9][C:4]=2[CH:3]=[C:2]1[C:10]1[N:17]=[C:15]([OH:16])[C:14]2[CH:18]=[CH:19][CH:20]=[N:21][C:13]=2[N:12]=1, predict the reactants needed to synthesize it. The reactants are: [S:1]1[C:5]2[CH:6]=[CH:7][CH:8]=[CH:9][C:4]=2[CH:3]=[C:2]1[C:10]([NH:12][C:13]1[N:21]=[CH:20][CH:19]=[CH:18][C:14]=1[C:15]([NH2:17])=[O:16])=O.[OH-].[Na+].